Dataset: Full USPTO retrosynthesis dataset with 1.9M reactions from patents (1976-2016). Task: Predict the reactants needed to synthesize the given product. (1) Given the product [CH3:1][O:2][C:3]1[CH:8]=[CH:7][C:6]([C:9]2[CH:10]=[C:11]3[C:16]4=[C:17]([C@@H:19]5[CH2:24][N:23]([CH2:30][CH2:31][CH3:32])[CH2:22][CH2:21][C@@H:20]5[N:15]4[CH2:14][CH2:13][CH2:12]3)[CH:18]=2)=[C:5]([C:25]([F:28])([F:26])[F:27])[CH:4]=1, predict the reactants needed to synthesize it. The reactants are: [CH3:1][O:2][C:3]1[CH:8]=[CH:7][C:6]([C:9]2[CH:10]=[C:11]3[C:16]4=[C:17]([C@@H:19]5[CH2:24][NH:23][CH2:22][CH2:21][C@@H:20]5[N:15]4[CH2:14][CH2:13][CH2:12]3)[CH:18]=2)=[C:5]([C:25]([F:28])([F:27])[F:26])[CH:4]=1.Br[CH2:30][CH2:31][CH3:32].N. (2) Given the product [CH2:17]([O:16][C:14](=[O:15])[C:13]1[CH:19]=[CH:20][CH:21]=[C:11]([O:10][C:2]2[CH:7]=[N:6][C:5]([O:8][CH3:9])=[CH:4][CH:3]=2)[CH:12]=1)[CH3:18], predict the reactants needed to synthesize it. The reactants are: Br[C:2]1[CH:3]=[CH:4][C:5]([O:8][CH3:9])=[N:6][CH:7]=1.[OH:10][C:11]1[CH:12]=[C:13]([CH:19]=[CH:20][CH:21]=1)[C:14]([O:16][CH2:17][CH3:18])=[O:15].C([O-])([O-])=O.[K+].[K+].Cl. (3) Given the product [F:1][C:2]1[C:32]([F:33])=[CH:31][C:5]2[N:6]([CH3:37])[C:7]([CH2:9][CH:10]3[CH2:15][CH2:14][CH2:13][CH2:12][N:11]3[C:16]([C:18]3[N:19]=[C:20]([CH3:30])[S:21][C:22]=3[C:23]3[CH:28]=[CH:27][C:26]([F:29])=[CH:25][CH:24]=3)=[O:17])=[N:8][C:4]=2[CH:3]=1, predict the reactants needed to synthesize it. The reactants are: [F:1][C:2]1[C:32]([F:33])=[CH:31][C:5]2[NH:6][C:7]([CH2:9][CH:10]3[CH2:15][CH2:14][CH2:13][CH2:12][N:11]3[C:16]([C:18]3[N:19]=[C:20]([CH3:30])[S:21][C:22]=3[C:23]3[CH:28]=[CH:27][C:26]([F:29])=[CH:25][CH:24]=3)=[O:17])=[N:8][C:4]=2[CH:3]=1.[H-].[Na+].I[CH3:37].O. (4) Given the product [N:96]1[CH:97]=[CH:98][CH:99]=[CH:100][C:95]=1[CH2:94][NH:63][CH2:64][C:65]1[CH:70]=[CH:69][C:68]([CH2:71][N:72]([CH2:83][C:84]2[NH:85][C:86]3[C:92]([Br:93])=[CH:91][CH:90]=[CH:89][C:87]=3[N:88]=2)[CH:73]2[C:82]3[N:81]=[CH:80][CH:79]=[CH:78][C:77]=3[CH2:76][CH2:75][CH2:74]2)=[CH:67][CH:66]=1, predict the reactants needed to synthesize it. The reactants are: BrC1C2NC(CCl)=NC=2C=CC=1.C(OC(N(CC1C=CC=CN=1)CC1C=CC(CNC2C3N=CC=CC=3CCC2)=CC=1)=O)(C)(C)C.C(N(C(C)C)CC)(C)C.C(OC([N:63]([CH2:94][C:95]1[CH:100]=[CH:99][CH:98]=[CH:97][N:96]=1)[CH2:64][C:65]1[CH:70]=[CH:69][C:68]([CH2:71][N:72]([CH2:83][C:84]2[NH:85][C:86]3[C:92]([Br:93])=[CH:91][CH:90]=[CH:89][C:87]=3[N:88]=2)[CH:73]2[C:82]3[N:81]=[CH:80][CH:79]=[CH:78][C:77]=3[CH2:76][CH2:75][CH2:74]2)=[CH:67][CH:66]=1)=O)(C)(C)C. (5) Given the product [CH3:1][N:2]1[CH2:7][CH2:6][N:5]([CH2:8][CH:9]([OH:10])[CH2:11][OH:12])[CH2:4][CH2:3]1, predict the reactants needed to synthesize it. The reactants are: [CH3:1][N:2]1[CH2:7][CH2:6][NH:5][CH2:4][CH2:3]1.[CH2:8]1[O:10][CH:9]1[CH2:11][OH:12]. (6) Given the product [Cl:26][C:10]1[C:11]2[C:19]([CH3:20])=[CH:18][S:17][C:12]=2[N:13]=[C:14]([CH3:16])[N:15]=1.[CH3:10][NH:9][C:6]1[CH:7]=[CH:8][C:3]([O:2][CH3:1])=[CH:4][CH:5]=1, predict the reactants needed to synthesize it. The reactants are: [CH3:1][O:2][C:3]1[CH:8]=[CH:7][C:6]([N:9](C)[C:10]2[C:11]3[C:19]([CH3:20])=[CH:18][S:17][C:12]=3[N:13]=[C:14]([CH3:16])[N:15]=2)=[CH:5][CH:4]=1.C(O)(C)C.[ClH:26]. (7) Given the product [F:3][C:4]1[CH:9]=[C:8]([C:10]2[C:11]([O:18][CH3:19])=[N:12][C:13]([CH3:17])=[CH:14][C:15]=2[CH3:16])[C:7]([F:20])=[CH:6][C:5]=1[C:21]1[N:25]([C@H:26]2[CH2:30][CH2:29][O:28][CH2:27]2)[N:24]=[CH:23][C:22]=1[C:31]([OH:33])=[O:32], predict the reactants needed to synthesize it. The reactants are: [OH-].[Na+].[F:3][C:4]1[CH:9]=[C:8]([C:10]2[C:11]([O:18][CH3:19])=[N:12][C:13]([CH3:17])=[CH:14][C:15]=2[CH3:16])[C:7]([F:20])=[CH:6][C:5]=1[C:21]1[N:25]([C@H:26]2[CH2:30][CH2:29][O:28][CH2:27]2)[N:24]=[CH:23][C:22]=1[C:31]([O:33]CC)=[O:32].Cl.[Cl-].[NH4+]. (8) Given the product [O:58]=[C:57]([N:9]1[CH2:8][CH:7]([O:6][CH2:5][CH2:4][CH2:3][C:2]([F:1])([F:11])[F:12])[CH2:10]1)/[CH:56]=[CH:55]/[C:50]1[CH:49]=[C:48]2[C:53](=[N:52][CH:51]=1)[NH:54][C:45](=[O:44])[CH2:46][CH2:47]2, predict the reactants needed to synthesize it. The reactants are: [F:1][C:2]([F:12])([F:11])[CH2:3][CH2:4][CH2:5][O:6][CH:7]1[CH2:10][NH:9][CH2:8]1.CCN=C=NCCCN(C)C.C1C=CC2N(O)N=NC=2C=1.C(N(C(C)C)CC)(C)C.Cl.[O:44]=[C:45]1[NH:54][C:53]2[N:52]=[CH:51][C:50](/[CH:55]=[CH:56]/[C:57](O)=[O:58])=[CH:49][C:48]=2[CH2:47][CH2:46]1. (9) Given the product [OH:1][C@H:2]([C:21]1[S:22][C:23]([C:26]2[CH:31]=[CH:30][CH:29]=[CH:28][CH:27]=2)=[CH:24][CH:25]=1)[C@@H:3]1[N:7]([CH3:8])[C:6](=[O:9])[CH2:5][C@@H:4]1[C:10]1[CH:11]=[CH:12][C:13]([CH2:16][OH:17])=[CH:14][CH:15]=1, predict the reactants needed to synthesize it. The reactants are: [OH:1][C@H:2]([C:21]1[S:22][C:23]([C:26]2[CH:31]=[CH:30][CH:29]=[CH:28][CH:27]=2)=[CH:24][CH:25]=1)[C@@H:3]1[N:7]([CH3:8])[C:6](=[O:9])[CH2:5][C@@H:4]1[C:10]1[CH:15]=[CH:14][C:13]([C:16](OCC)=[O:17])=[CH:12][CH:11]=1.[Li+].[BH4-].Cl.O.